From a dataset of Reaction yield outcomes from USPTO patents with 853,638 reactions. Predict the reaction yield, written as a fraction of the theoretical maximum amount of product (1.0 means a 100% yield; for example, 0.34 means a 34% yield). (1) The reactants are Br[C:2]12[CH2:11][CH:6]3[CH2:7][CH:8]([CH2:10][CH:4]([CH2:5]3)[CH2:3]1)[CH2:9]2.[O:12]=[C:13]1[CH2:17][CH2:16][CH:15]([C:18]([O:20][CH2:21][CH3:22])=[O:19])[NH:14]1.CN1CCCC1=O. The catalyst is S([O-])([O-])(=O)=O.[Ag+2].C(OCC)(=O)C. The product is [CH2:21]([O:20][C:18](=[O:19])[C@@H:15]1[CH2:16][CH2:17][C:13](=[O:12])[N:14]1[C:2]12[CH2:11][CH:6]3[CH2:7][CH:8]([CH2:10][CH:4]([CH2:5]3)[CH2:3]1)[CH2:9]2)[CH3:22]. The yield is 0.410. (2) The reactants are [Br:1][C:2]1[C:3]([Cl:9])=[CH:4][C:5]([NH2:8])=[N:6][CH:7]=1.[C:10](Cl)(=[O:12])[CH3:11]. The catalyst is N1C=CC=CC=1. The product is [Br:1][C:2]1[C:3]([Cl:9])=[CH:4][C:5]([NH:8][C:10](=[O:12])[CH3:11])=[N:6][CH:7]=1. The yield is 1.00.